Dataset: Full USPTO retrosynthesis dataset with 1.9M reactions from patents (1976-2016). Task: Predict the reactants needed to synthesize the given product. (1) Given the product [CH2:1]([O:3][C:4](=[O:18])[C:5]1[CH:10]=[C:9]([O:11][CH2:12][CH3:13])[C:8]([N:14]2[CH:21]=[CH:25][CH:24]=[CH:23]2)=[C:7]([O:15][CH2:16][CH3:17])[CH:6]=1)[CH3:2], predict the reactants needed to synthesize it. The reactants are: [CH2:1]([O:3][C:4](=[O:18])[C:5]1[CH:10]=[C:9]([O:11][CH2:12][CH3:13])[C:8]([NH2:14])=[C:7]([O:15][CH2:16][CH3:17])[CH:6]=1)[CH3:2].CO[CH:21]1[CH2:25][CH2:24][CH:23](OC)O1. (2) Given the product [OH:19][C:9]1([C:6]2[S:5][C:4]([CH:1]([CH3:3])[CH3:2])=[N:8][CH:7]=2)[CH2:18][CH2:17][C:12](=[O:13])[CH2:11][CH2:10]1, predict the reactants needed to synthesize it. The reactants are: [CH:1]([C:4]1[S:5][C:6]([C:9]2([OH:19])[CH2:18][CH2:17][C:12]3(OCC[O:13]3)[CH2:11][CH2:10]2)=[CH:7][N:8]=1)([CH3:3])[CH3:2].Cl.C([O-])([O-])=O.[Na+].[Na+]. (3) Given the product [N+:36]([C:39]1[CH:44]=[CH:43][C:42]([S:45]([N:48]([C@H:2]2[CH2:6][CH2:5][N:4]([CH2:7][C:8]3[CH:35]=[CH:34][C:11]([C:12]([NH:14][C:15]4[CH:20]=[C:19]([C:21]5[S:22][CH:23]=[CH:24][CH:25]=5)[CH:18]=[CH:17][C:16]=4[NH:26][C:27](=[O:33])[O:28][C:29]([CH3:31])([CH3:32])[CH3:30])=[O:13])=[CH:10][CH:9]=3)[CH2:3]2)[C:49]2[CH:50]=[N:51][CH:52]=[CH:53][CH:54]=2)(=[O:46])=[O:47])=[CH:41][CH:40]=1)([O-:38])=[O:37], predict the reactants needed to synthesize it. The reactants are: O[C@@H:2]1[CH2:6][CH2:5][N:4]([CH2:7][C:8]2[CH:35]=[CH:34][C:11]([C:12]([NH:14][C:15]3[CH:20]=[C:19]([C:21]4[S:22][CH:23]=[CH:24][CH:25]=4)[CH:18]=[CH:17][C:16]=3[NH:26][C:27](=[O:33])[O:28][C:29]([CH3:32])([CH3:31])[CH3:30])=[O:13])=[CH:10][CH:9]=2)[CH2:3]1.[N+:36]([C:39]1[CH:44]=[CH:43][C:42]([S:45]([NH:48][C:49]2[CH:50]=[N:51][CH:52]=[CH:53][CH:54]=2)(=[O:47])=[O:46])=[CH:41][CH:40]=1)([O-:38])=[O:37].C1(P(C2C=CC=CC=2)C2C=CC=CC=2)C=CC=CC=1.N(C(OCC)=O)=NC(OCC)=O. (4) Given the product [CH2:15]([C:10]1([CH2:9][CH2:8][CH2:7][CH2:6][CH2:5][CH:4]([NH2:1])[C:17]2[S:21][C:20]([C:22]3[CH:27]=[CH:26][CH:25]=[CH:24][CH:23]=3)=[N:19][CH:18]=2)[O:11][CH2:12][CH2:13][O:14]1)[CH3:16], predict the reactants needed to synthesize it. The reactants are: [N:1]([CH:4]([C:17]1[S:21][C:20]([C:22]2[CH:27]=[CH:26][CH:25]=[CH:24][CH:23]=2)=[N:19][CH:18]=1)[CH2:5][CH2:6][CH2:7][CH2:8][CH2:9][C:10]1([CH2:15][CH3:16])[O:14][CH2:13][CH2:12][O:11]1)=[N+]=[N-].[N-]=[N+]=[N-]. (5) Given the product [O:1]1[C:5]2[CH:6]=[CH:7][C:8]([O:10][C:11]3[N:32]=[CH:31][CH:30]=[CH:29][C:12]=3[C:13]([NH:15][CH2:16][C:17]3[CH:22]=[CH:21][C:20]([O:23][CH:24]([C:26]4[NH:49][N:48]=[N:47][N:27]=4)[CH3:25])=[CH:19][C:18]=3[F:28])=[O:14])=[CH:9][C:4]=2[O:3][CH2:2]1, predict the reactants needed to synthesize it. The reactants are: [O:1]1[C:5]2[CH:6]=[CH:7][C:8]([O:10][C:11]3[N:32]=[CH:31][CH:30]=[CH:29][C:12]=3[C:13]([NH:15][CH2:16][C:17]3[CH:22]=[CH:21][C:20]([O:23][CH:24]([C:26]#[N:27])[CH3:25])=[CH:19][C:18]=3[F:28])=[O:14])=[CH:9][C:4]=2[O:3][CH2:2]1.C([Sn](=O)CCCC)CCC.C[Si]([N:47]=[N+:48]=[N-:49])(C)C. (6) Given the product [CH3:3][N:4]([CH2:5][C:6]1[CH:11]=[CH:10][CH:9]=[C:8]([C:12]2[C:17]([CH3:18])=[CH:16][C:15]([CH3:19])=[CH:14][C:13]=2[CH3:20])[CH:7]=1)[CH2:23][C:22]#[CH:21], predict the reactants needed to synthesize it. The reactants are: [H-].[Na+].[CH3:3][NH:4][CH2:5][C:6]1[CH:11]=[CH:10][CH:9]=[C:8]([C:12]2[C:17]([CH3:18])=[CH:16][C:15]([CH3:19])=[CH:14][C:13]=2[CH3:20])[CH:7]=1.[CH2:21](Br)[C:22]#[CH:23].O. (7) The reactants are: [CH2:1]([OH:8])[C:2]1[CH:7]=[CH:6][CH:5]=[CH:4][CH:3]=1.[H-].[Na+].[CH3:11][C:12]1([CH3:28])[CH2:17][O:16][CH:15]([CH2:18][NH:19][C:20]2[C:25]([F:26])=[CH:24][CH:23]=[C:22](F)[N:21]=2)[CH2:14][O:13]1. Given the product [CH2:1]([O:8][C:22]1[N:21]=[C:20]([NH:19][CH2:18][CH:15]2[CH2:14][O:13][C:12]([CH3:11])([CH3:28])[CH2:17][O:16]2)[C:25]([F:26])=[CH:24][CH:23]=1)[C:2]1[CH:7]=[CH:6][CH:5]=[CH:4][CH:3]=1, predict the reactants needed to synthesize it.